From a dataset of Catalyst prediction with 721,799 reactions and 888 catalyst types from USPTO. Predict which catalyst facilitates the given reaction. Reactant: [NH2:1][CH2:2][CH2:3][CH2:4][O:5][C:6]1[CH:11]=[CH:10][C:9]([C:12]2[CH:13]=[CH:14][C:15]3[N:16]([C:18]([C:21]4[CH:22]=[C:23]([C:28]([F:31])([F:30])[F:29])[C:24]([NH2:27])=[N:25][CH:26]=4)=[CH:19][N:20]=3)[N:17]=2)=[CH:8][CH:7]=1.[CH:32]1([C:35](O)=[O:36])[CH2:34][CH2:33]1.[B-](F)(F)(F)F.CN(C(ON1C(=O)C=CC=C1)=[N+](C)C)C.C(NC(C)C)(C)C. Product: [NH2:27][C:24]1[N:25]=[CH:26][C:21]([C:18]2[N:16]3[N:17]=[C:12]([C:9]4[CH:10]=[CH:11][C:6]([O:5][CH2:4][CH2:3][CH2:2][NH:1][C:35]([CH:32]5[CH2:34][CH2:33]5)=[O:36])=[CH:7][CH:8]=4)[CH:13]=[CH:14][C:15]3=[N:20][CH:19]=2)=[CH:22][C:23]=1[C:28]([F:29])([F:30])[F:31]. The catalyst class is: 31.